Dataset: CYP2D6 inhibition data for predicting drug metabolism from PubChem BioAssay. Task: Regression/Classification. Given a drug SMILES string, predict its absorption, distribution, metabolism, or excretion properties. Task type varies by dataset: regression for continuous measurements (e.g., permeability, clearance, half-life) or binary classification for categorical outcomes (e.g., BBB penetration, CYP inhibition). Dataset: cyp2d6_veith. (1) The molecule is CC(=O)Nc1ccc(Nc2ncc([N+](=O)[O-])c(Nc3ccc(NC(C)=O)cc3)n2)cc1. The result is 0 (non-inhibitor). (2) The drug is CC(Oc1ccc(O)cc1)(P(=O)(O)O)P(=O)(O)O. The result is 0 (non-inhibitor). (3) The compound is CC1=N[C@@](C)(COC(=O)[C@]2(C)N[C@](C)(CO)CO2)COC1=O. The result is 0 (non-inhibitor). (4) The drug is COc1ccc(NC(=O)N(C2CCCCC2)C(C)c2cccnc2)c(OC)c1. The result is 0 (non-inhibitor). (5) The drug is O=C(Nc1ccccc1)N1CCCC(c2nc(-c3ccc(F)cc3)no2)C1. The result is 0 (non-inhibitor).